This data is from Peptide-MHC class I binding affinity with 185,985 pairs from IEDB/IMGT. The task is: Regression. Given a peptide amino acid sequence and an MHC pseudo amino acid sequence, predict their binding affinity value. This is MHC class I binding data. (1) The binding affinity (normalized) is 0.266. The peptide sequence is HVKNGTMRI. The MHC is Patr-B0101 with pseudo-sequence Patr-B0101. (2) The peptide sequence is GRWMLPQGM. The MHC is HLA-B07:02 with pseudo-sequence HLA-B07:02. The binding affinity (normalized) is 0.0847. (3) The MHC is HLA-B15:01 with pseudo-sequence HLA-B15:01. The binding affinity (normalized) is 0. The peptide sequence is FPVKPQVPL. (4) The MHC is Mamu-B08 with pseudo-sequence Mamu-B08. The peptide sequence is RRKAKIIKDYG. The binding affinity (normalized) is 0.177. (5) The peptide sequence is RPKRWLLI. The MHC is HLA-A68:02 with pseudo-sequence HLA-A68:02. The binding affinity (normalized) is 0. (6) The binding affinity (normalized) is 0.213. The MHC is HLA-C04:01 with pseudo-sequence HLA-C04:01. The peptide sequence is FQWWRSHPL. (7) The peptide sequence is GGDIRARKPI. The MHC is H-2-Dd with pseudo-sequence H-2-Dd. The binding affinity (normalized) is 0.